Dataset: CYP2D6 inhibition data for predicting drug metabolism from PubChem BioAssay. Task: Regression/Classification. Given a drug SMILES string, predict its absorption, distribution, metabolism, or excretion properties. Task type varies by dataset: regression for continuous measurements (e.g., permeability, clearance, half-life) or binary classification for categorical outcomes (e.g., BBB penetration, CYP inhibition). Dataset: cyp2d6_veith. The molecule is c1ccc([C@H]2CNCc3ccccc32)cc1. The result is 1 (inhibitor).